Dataset: Catalyst prediction with 721,799 reactions and 888 catalyst types from USPTO. Task: Predict which catalyst facilitates the given reaction. The catalyst class is: 5. Product: [CH2:15]([O:14][C:12]([NH:5][C@H:6]([CH2:7][OH:8])[C:9]([O:11][CH3:1])=[O:10])=[O:13])[C:16]1[CH:21]=[CH:20][CH:19]=[CH:18][CH:17]=1. Reactant: [C:1](Cl)(=O)C.[NH2:5][C@@H:6]([C:9]([OH:11])=[O:10])[CH2:7][OH:8].[C:12](ON1C(=O)CCC1=O)([O:14][CH2:15][C:16]1[CH:21]=[CH:20][CH:19]=[CH:18][CH:17]=1)=[O:13].